From a dataset of Forward reaction prediction with 1.9M reactions from USPTO patents (1976-2016). Predict the product of the given reaction. (1) Given the reactants Cl[C:2]1[CH:3]=[C:4]([NH:11][C:12]2[CH:17]=[CH:16][C:15]([N:18]3[CH2:23][CH2:22][N:21]([CH:24]4[CH2:27][O:26][CH2:25]4)[CH2:20][CH2:19]3)=[CH:14][N:13]=2)[C:5]2[N:9]=[CH:8][NH:7][C:6]=2[CH:10]=1.C([O:31][CH2:32][C:33]1[C:38](B2OC(C)(C)C(C)(C)O2)=[CH:37][C:36]([F:48])=[CH:35][C:34]=1[N:49]1[CH2:61][CH2:60][N:52]2[C:53]3[CH2:54][CH2:55][CH2:56][CH2:57][C:58]=3[CH:59]=[C:51]2[C:50]1=[O:62])(=O)C.C(=O)([O-])[O-].[K+].[K+].C1(P(C2CCCCC2)C2CCCCC2)CCCCC1, predict the reaction product. The product is: [F:48][C:36]1[CH:37]=[C:38]([C:2]2[CH:3]=[C:4]([NH:11][C:12]3[CH:17]=[CH:16][C:15]([N:18]4[CH2:19][CH2:20][N:21]([CH:24]5[CH2:27][O:26][CH2:25]5)[CH2:22][CH2:23]4)=[CH:14][N:13]=3)[C:5]3[N:9]=[CH:8][NH:7][C:6]=3[CH:10]=2)[C:33]([CH2:32][OH:31])=[C:34]([N:49]2[CH2:61][CH2:60][N:52]3[C:53]4[CH2:54][CH2:55][CH2:56][CH2:57][C:58]=4[CH:59]=[C:51]3[C:50]2=[O:62])[CH:35]=1. (2) The product is: [CH2:1]([O:3][C:4]1[CH:5]=[C:6]([CH:11]=[C:12]([O:20][CH3:21])[C:13]=1[C:14]1[CH:15]=[N:16][N:17]([CH3:19])[CH:18]=1)[C:7]([OH:9])=[O:8])[CH3:2]. Given the reactants [CH2:1]([O:3][C:4]1[CH:5]=[C:6]([CH:11]=[C:12]([O:20][CH3:21])[C:13]=1[C:14]1[CH:15]=[N:16][N:17]([CH3:19])[CH:18]=1)[C:7]([O:9]C)=[O:8])[CH3:2].Cl, predict the reaction product.